This data is from Full USPTO retrosynthesis dataset with 1.9M reactions from patents (1976-2016). The task is: Predict the reactants needed to synthesize the given product. (1) Given the product [N+:52]([C:55]1[CH:60]=[CH:59][C:58]([S:61]([NH:8][C@H:9]([C:32]([OH:34])=[O:33])[CH2:10][CH2:11][CH2:12][CH2:13][NH:14][C:15]([O:17][CH2:18][CH:19]2[C:31]3[CH:30]=[CH:29][CH:28]=[CH:27][C:26]=3[C:25]3[C:20]2=[CH:21][CH:22]=[CH:23][CH:24]=3)=[O:16])(=[O:63])=[O:62])=[CH:57][CH:56]=1)([O-:54])=[O:53], predict the reactants needed to synthesize it. The reactants are: C(OC([NH:8][C@H:9]([C:32]([OH:34])=[O:33])[CH2:10][CH2:11][CH2:12][CH2:13][NH:14][C:15]([O:17][CH2:18][CH:19]1[C:31]2[CH:30]=[CH:29][CH:28]=[CH:27][C:26]=2[C:25]2[C:20]1=[CH:21][CH:22]=[CH:23][CH:24]=2)=[O:16])=O)(C)(C)C.C(O)(C(F)(F)F)=O.C(Cl)Cl.FC(F)(F)C([O-])=O.[N+:52]([C:55]1[CH:60]=[CH:59][C:58]([S:61](Cl)(=[O:63])=[O:62])=[CH:57][CH:56]=1)([O-:54])=[O:53]. (2) Given the product [NH2:1][C:2]1[N:3]=[CH:4][C:5]([C:8]2[CH:9]=[C:10]3[C:15](=[C:16]([NH:18][CH:19]4[CH2:20][O:21][CH2:22]4)[N:17]=2)[C:14](=[O:23])[N:13]([CH2:33][C:34]2([CH3:38])[CH2:37][O:36][CH2:35]2)[CH:12]=[CH:11]3)=[CH:6][N:7]=1, predict the reactants needed to synthesize it. The reactants are: [NH2:1][C:2]1[N:7]=[CH:6][C:5]([C:8]2[CH:9]=[C:10]3[C:15](=[C:16]([NH:18][CH:19]4[CH2:22][O:21][CH2:20]4)[N:17]=2)[C:14](=[O:23])[NH:13][CH:12]=[CH:11]3)=[CH:4][N:3]=1.C([O-])([O-])=O.[Cs+].[Cs+].[I-].[Na+].Cl[CH2:33][C:34]1([CH3:38])[CH2:37][O:36][CH2:35]1. (3) Given the product [C:13]([O:16][C:17]([N:6]1[CH2:7][CH2:8][C:3]([F:11])([F:2])[CH:4]([CH2:9][OH:10])[CH2:5]1)=[O:18])([CH3:15])([CH3:14])[CH3:12], predict the reactants needed to synthesize it. The reactants are: [Cl-].[F:2][C:3]1([F:11])[CH2:8][CH2:7][NH:6][CH2:5][CH:4]1[CH2:9][OH:10].[CH3:12][C:13]([O:16][C:17](O[C:17]([O:16][C:13]([CH3:15])([CH3:14])[CH3:12])=[O:18])=[O:18])([CH3:15])[CH3:14]. (4) Given the product [NH2:22][C:4]1[N:3]=[C:2]([F:1])[N:10]=[C:9]2[C:5]=1[N:6]=[C:7]([CH2:11][C:12]1[C:20]([I:21])=[CH:19][C:15]3[O:16][CH2:17][O:18][C:14]=3[CH:13]=1)[N:8]2[CH2:7][CH2:11][CH2:12][CH2:13][CH2:14][CH2:23][OH:26], predict the reactants needed to synthesize it. The reactants are: [F:1][C:2]1[N:10]=[C:9]2[C:5]([N:6]=[C:7]([CH2:11][C:12]3[C:20]([I:21])=[CH:19][C:15]4[O:16][CH2:17][O:18][C:14]=4[CH:13]=3)[NH:8]2)=[C:4]([NH2:22])[N:3]=1.[C:23]([O-:26])([O-])=O.[Cs+].[Cs+]. (5) Given the product [CH3:8][O:9][CH2:10][CH2:11][N:12]1[CH:6]([C:2]2[S:1][CH:5]=[CH:4][CH:3]=2)[CH:14]([C:13]([NH:36][C:31]2[CH:32]=[C:33]3[C:28](=[CH:29][CH:30]=2)[N:27]=[C:26]([CH3:25])[CH:35]=[CH:34]3)=[O:24])[C:15]2[C:16](=[CH:20][CH:21]=[CH:22][CH:23]=2)[C:17]1=[O:19], predict the reactants needed to synthesize it. The reactants are: [S:1]1[CH:5]=[CH:4][CH:3]=[C:2]1[CH:6]=O.[CH3:8][O:9][CH2:10][CH2:11][NH2:12].[C:13]1(=[O:24])[O:19][C:17](=O)[C:16]2=[CH:20][CH:21]=[CH:22][CH:23]=[C:15]2[CH2:14]1.[CH3:25][C:26]1[CH:35]=[CH:34][C:33]2[C:28](=[CH:29][CH:30]=[C:31]([NH2:36])[CH:32]=2)[N:27]=1. (6) Given the product [F:26][CH:2]([F:1])[C:3]1[C:8]([N:27]2[CH2:32][CH2:31][CH2:30][C@H:29]([NH:33][C:34](=[O:40])[O:35][C:36]([CH3:38])([CH3:37])[CH3:39])[CH2:28]2)=[N:7][C:6]([N:10]2[C:18]3[CH:17]=[C:16]([C:19]4[CH:24]=[N:23][CH:22]=[C:21]([CH3:25])[N:20]=4)[N:15]=[CH:14][C:13]=3[CH:12]=[N:11]2)=[CH:5][CH:4]=1, predict the reactants needed to synthesize it. The reactants are: [F:1][CH:2]([F:26])[C:3]1[CH:4]=[CH:5][C:6]([N:10]2[C:18]3[CH:17]=[C:16]([C:19]4[CH:24]=[N:23][CH:22]=[C:21]([CH3:25])[N:20]=4)[N:15]=[CH:14][C:13]=3[CH:12]=[N:11]2)=[N:7][C:8]=1F.[NH:27]1[CH2:32][CH2:31][CH2:30][C@H:29]([NH:33][C:34](=[O:40])[O:35][C:36]([CH3:39])([CH3:38])[CH3:37])[CH2:28]1.CN1CCOCC1.O. (7) Given the product [F:27][C:24]([F:25])([F:26])[C:16]1[CH:15]=[C:14]([CH:19]=[C:18]([C:20]([F:22])([F:23])[F:21])[CH:17]=1)[C:13]([NH:12][S:9]([N:8]([CH2:1][CH3:2])[CH2:29][CH:30]1[CH2:35][CH2:34][CH:33]([CH2:36][OH:37])[CH2:32][CH2:31]1)(=[O:11])=[O:10])=[O:28], predict the reactants needed to synthesize it. The reactants are: [CH2:1]([N:8]([CH2:29][CH:30]1[CH2:35][CH2:34][CH:33]([CH2:36][OH:37])[CH2:32][CH2:31]1)[S:9]([NH:12][C:13](=[O:28])[C:14]1[CH:19]=[C:18]([C:20]([F:23])([F:22])[F:21])[CH:17]=[C:16]([C:24]([F:27])([F:26])[F:25])[CH:15]=1)(=[O:11])=[O:10])[C:2]1C=CC=CC=1.[Si](OCC1CCC(CN(CC)S(N)(=O)=O)CC1)(C(C)(C)C)(C)C.C(N(CC1CCC(CO[Si](C(C)(C)C)(C)C)CC1)S(NC(=O)C1C=C(C(F)(F)F)C=C(C(F)(F)F)C=1)(=O)=O)C1C=CC=CC=1.